From a dataset of Peptide-MHC class II binding affinity with 134,281 pairs from IEDB. Regression. Given a peptide amino acid sequence and an MHC pseudo amino acid sequence, predict their binding affinity value. This is MHC class II binding data. (1) The peptide sequence is KLAFLVQTEPRMLLM. The MHC is H-2-IAb with pseudo-sequence H-2-IAb. The binding affinity (normalized) is 0.538. (2) The peptide sequence is YDKFLANVLTVLTGK. The MHC is DRB1_0401 with pseudo-sequence DRB1_0401. The binding affinity (normalized) is 0.586. (3) The peptide sequence is LLFCALASSCQVAFS. The MHC is DRB1_1602 with pseudo-sequence DRB1_1602. The binding affinity (normalized) is 0.386. (4) The peptide sequence is ALRVIAGALEVHAVK. The MHC is HLA-DQA10301-DQB10302 with pseudo-sequence HLA-DQA10301-DQB10302. The binding affinity (normalized) is 0.234. (5) The peptide sequence is MLLDNMEVRGGMVAP. The MHC is DRB1_0301 with pseudo-sequence DRB1_0301. The binding affinity (normalized) is 0.834. (6) The peptide sequence is FTFSPRRHWTTQGCNCSIYP. The MHC is DRB1_0401 with pseudo-sequence DRB1_0401. The binding affinity (normalized) is 0.355.